Predict which catalyst facilitates the given reaction. From a dataset of Catalyst prediction with 721,799 reactions and 888 catalyst types from USPTO. (1) Reactant: [F:1][C:2]1[CH:13]=[CH:12][C:11]([CH2:14][C:15]2[NH:16][C:17]([C:30]3[CH:35]=[CH:34][CH:33]=[C:32]([CH3:36])[N:31]=3)=[C:18]([C:20]3[CH:21]=[C:22]4[C:27](=[CH:28][CH:29]=3)[N:26]=[CH:25][CH:24]=[CH:23]4)[N:19]=2)=[CH:10][C:3]=1[O:4][CH2:5][C:6]([O:8]C)=[O:7].[OH-].[Na+].O. Product: [F:1][C:2]1[CH:13]=[CH:12][C:11]([CH2:14][C:15]2[NH:16][C:17]([C:30]3[CH:35]=[CH:34][CH:33]=[C:32]([CH3:36])[N:31]=3)=[C:18]([C:20]3[CH:21]=[C:22]4[C:27](=[CH:28][CH:29]=3)[N:26]=[CH:25][CH:24]=[CH:23]4)[N:19]=2)=[CH:10][C:3]=1[O:4][CH2:5][C:6]([OH:8])=[O:7]. The catalyst class is: 15. (2) Reactant: [C:1]1([C:7]2[C:11]([C:12]([F:15])([F:14])[F:13])=[C:10]([C:16]3(O)[O:20][N:19]=[C:18]4[C:21]5[C:26]([CH2:27][CH2:28][CH:17]34)=[CH:25][C:24]([CH:29]=[CH2:30])=[CH:23][CH:22]=5)[O:9][N:8]=2)[CH:6]=[CH:5][CH:4]=[CH:3][CH:2]=1.S(Cl)(Cl)=O.N1C=CC=CC=1. Product: [C:1]1([C:7]2[C:11]([C:12]([F:13])([F:14])[F:15])=[C:10]([C:16]3[O:20][N:19]=[C:18]4[C:21]5[C:26]([CH2:27][CH2:28][C:17]=34)=[CH:25][C:24]([CH:29]=[CH2:30])=[CH:23][CH:22]=5)[O:9][N:8]=2)[CH:2]=[CH:3][CH:4]=[CH:5][CH:6]=1. The catalyst class is: 11. (3) Reactant: [OH:1][C@@H:2]1[C:10]2[C:5](=[CH:6][CH:7]=[CH:8][CH:9]=2)[CH2:4][C@@:3]1([CH2:20][C:21]1[CH:29]=[CH:28][C:24]([C:25]([OH:27])=[O:26])=[CH:23][CH:22]=1)[C:11]1[CH2:12][C:13]2[C:18]([CH:19]=1)=[CH:17][CH:16]=[CH:15][CH:14]=2.[C:30]([O-])([O-])=O.[K+].[K+]. The catalyst class is: 517. Product: [OH:1][C@@H:2]1[C:10]2[C:5](=[CH:6][CH:7]=[CH:8][CH:9]=2)[CH2:4][C@@:3]1([CH2:20][C:21]1[CH:29]=[CH:28][C:24]([C:25]([O:27][CH3:30])=[O:26])=[CH:23][CH:22]=1)[C:11]1[CH2:12][C:13]2[C:18]([CH:19]=1)=[CH:17][CH:16]=[CH:15][CH:14]=2. (4) Reactant: [C:1]([C:3]1[C:8]([O:9][CH:10]([F:12])[F:11])=[CH:7][N:6]=[CH:5][C:4]=1[S:13](Cl)(=[O:15])=[O:14])#[N:2].FC(F)OC1C=NC=C(SCCC)C=1C#[N:23].ClCl. Product: [F:11][CH:10]([F:12])[O:9][C:8]1[CH:7]=[N:6][CH:5]=[C:4]2[S:13](=[O:15])(=[O:14])[NH:2][C:1](=[NH:23])[C:3]=12. The catalyst class is: 46. (5) Reactant: [CH3:1][O:2][C:3](=[O:14])[C:4]1[CH:9]=[CH:8][CH:7]=[C:6]([N+:10]([O-])=O)[C:5]=1[NH2:13]. Product: [NH2:13][C:5]1[C:6]([NH2:10])=[CH:7][CH:8]=[CH:9][C:4]=1[C:3]([O:2][CH3:1])=[O:14]. The catalyst class is: 19. (6) Reactant: Br[CH:2]([C:13]1[CH:14]=[CH:15][C:16]2[N:17]([C:19]([CH:22]([CH3:24])[CH3:23])=[N:20][N:21]=2)[N:18]=1)[C:3]([C:5]1[CH:10]=[CH:9][C:8]([F:11])=[CH:7][C:6]=1[F:12])=O.[N:25]1([C:29](=S)[NH:30][NH2:31])[CH2:28][CH2:27][CH2:26]1. Product: [F:12][C:6]1[CH:7]=[C:8]([F:11])[CH:9]=[CH:10][C:5]=1[C:3]1[C:2]([C:13]2[CH:14]=[CH:15][C:16]3[N:17]([C:19]([CH:22]([CH3:24])[CH3:23])=[N:20][N:21]=3)[N:18]=2)=[C:29]2[NH:25][CH2:26][CH2:27][CH2:28][N:30]2[N:31]=1. The catalyst class is: 52. (7) Reactant: [F:1][C:2]1[CH:29]=[CH:28][CH:27]=[CH:26][C:3]=1[CH2:4][N:5]1[C:9]2[CH2:10][CH2:11][CH2:12][C:8]=2[C:7]([C:13]2[N:14]=[C:15](I)[C:16]3[C:21]([CH3:23])([CH3:22])[C:20](=[O:24])[NH:19][C:17]=3[N:18]=2)=[N:6]1. The catalyst class is: 394. Product: [F:1][C:2]1[CH:29]=[CH:28][CH:27]=[CH:26][C:3]=1[CH2:4][N:5]1[C:9]2[CH2:10][CH2:11][CH2:12][C:8]=2[C:7]([C:13]2[N:14]=[CH:15][C:16]3[C:21]([CH3:23])([CH3:22])[C:20](=[O:24])[NH:19][C:17]=3[N:18]=2)=[N:6]1. (8) Reactant: Cl[C:2]1[N:7]=[CH:6][N:5]=[C:4]([C:8]2[CH:9]=[CH:10][C:11]([O:16][CH:17]3[CH2:22][CH2:21][O:20][CH2:19][CH2:18]3)=[C:12]([CH:15]=2)[C:13]#[N:14])[N:3]=1.[F:23][CH:24]([F:39])[CH2:25][N:26]1[CH2:31][CH2:30][CH:29]([C:32]2[CH:38]=[CH:37][C:35]([NH2:36])=[CH:34][CH:33]=2)[CH2:28][CH2:27]1.C(N(CC)C(C)C)(C)C. Product: [F:39][CH:24]([F:23])[CH2:25][N:26]1[CH2:31][CH2:30][CH:29]([C:32]2[CH:33]=[CH:34][C:35]([NH:36][C:2]3[N:7]=[CH:6][N:5]=[C:4]([C:8]4[CH:9]=[CH:10][C:11]([O:16][CH:17]5[CH2:22][CH2:21][O:20][CH2:19][CH2:18]5)=[C:12]([CH:15]=4)[C:13]#[N:14])[N:3]=3)=[CH:37][CH:38]=2)[CH2:28][CH2:27]1. The catalyst class is: 10.